This data is from NCI-60 drug combinations with 297,098 pairs across 59 cell lines. The task is: Regression. Given two drug SMILES strings and cell line genomic features, predict the synergy score measuring deviation from expected non-interaction effect. Drug 1: CCCS(=O)(=O)NC1=C(C(=C(C=C1)F)C(=O)C2=CNC3=C2C=C(C=N3)C4=CC=C(C=C4)Cl)F. Drug 2: C1CC(C1)(C(=O)O)C(=O)O.[NH2-].[NH2-].[Pt+2]. Cell line: PC-3. Synergy scores: CSS=17.5, Synergy_ZIP=-5.19, Synergy_Bliss=-0.380, Synergy_Loewe=-2.55, Synergy_HSA=-1.63.